Predict the product of the given reaction. From a dataset of Forward reaction prediction with 1.9M reactions from USPTO patents (1976-2016). (1) The product is: [C:1]([N:5]1[C:17]2[C:16]3[N:15]=[C:14]([S:18][CH3:19])[N:13]=[CH:12][C:11]=3[CH:10]=[CH:9][C:8]=2[C:7]([C:20]([NH:30][O:29][CH:24]2[CH2:25][CH2:26][CH2:27][CH2:28][O:23]2)=[O:22])=[N:6]1)([CH3:2])([CH3:3])[CH3:4]. Given the reactants [C:1]([N:5]1[C:17]2[C:16]3[N:15]=[C:14]([S:18][CH3:19])[N:13]=[CH:12][C:11]=3[CH:10]=[CH:9][C:8]=2[C:7]([C:20]([OH:22])=O)=[N:6]1)([CH3:4])([CH3:3])[CH3:2].[O:23]1[CH2:28][CH2:27][CH2:26][CH2:25][CH:24]1[O:29][NH2:30].CN(C(ON1N=NC2C=CC=CC1=2)=[N+](C)C)C.[B-](F)(F)(F)F.CCN(C(C)C)C(C)C.C([O-])(O)=O.[Na+], predict the reaction product. (2) Given the reactants [Na].[NH2:2][C:3]1[CH:4]=[C:5]([OH:12])[C:6](=[CH:10][CH:11]=1)[C:7]([O-:9])=[O:8].[CH2:13]([O:20][C:21](Cl)=[O:22])[C:14]1[CH:19]=[CH:18][CH:17]=[CH:16][CH:15]=1.Cl, predict the reaction product. The product is: [CH2:13]([O:20][C:21]([NH:2][C:3]1[CH:11]=[CH:10][C:6]([C:7]([OH:9])=[O:8])=[C:5]([OH:12])[CH:4]=1)=[O:22])[C:14]1[CH:19]=[CH:18][CH:17]=[CH:16][CH:15]=1. (3) Given the reactants [N:1]1[CH:6]=[CH:5][CH:4]=[CH:3][CH:2]=1.ClC(Cl)(O[C:11](=[O:17])[O:12][C:13](Cl)(Cl)Cl)Cl.O[CH2:20][C:21]1(C)[O:25][C:24]2=[N:26][C:27]([N+:29]([O-:31])=[O:30])=[CH:28][N:23]2[CH2:22]1.N1CCCCC1.Cl, predict the reaction product. The product is: [N:1]1([C:11]([O:12][CH2:13][C:21]2([CH3:20])[O:25][C:24]3=[N:26][C:27]([N+:29]([O-:31])=[O:30])=[CH:28][N:23]3[CH2:22]2)=[O:17])[CH2:6][CH2:5][CH2:4][CH2:3][CH2:2]1. (4) Given the reactants [CH:1]([O:4][C:5]([N:7]1[CH2:12][CH2:11][CH:10]([CH:13]([O:15][C:16]2[CH:21]=[CH:20][C:19](B3OC(C)(C)C(C)(C)O3)=[CH:18][CH:17]=2)[CH3:14])[CH2:9][CH2:8]1)=[O:6])([CH3:3])[CH3:2].[C:31]([O:35][C:36]([NH:38][C@H:39]([C:56](=[O:62])[N:57]1[CH2:61][CH2:60][CH2:59][CH2:58]1)[CH2:40][C:41]1[CH:46]=[CH:45][C:44](OS(C(F)(F)F)(=O)=O)=[CH:43][C:42]=1[F:55])=[O:37])([CH3:34])([CH3:33])[CH3:32], predict the reaction product. The product is: [CH:1]([O:4][C:5]([N:7]1[CH2:8][CH2:9][CH:10]([C@@H:13]([O:15][C:16]2[CH:21]=[CH:20][C:19]([C:44]3[CH:45]=[CH:46][C:41]([CH2:40][CH:39]([NH:38][C:36]([O:35][C:31]([CH3:33])([CH3:32])[CH3:34])=[O:37])[C:56](=[O:62])[N:57]4[CH2:61][CH2:60][CH2:59][CH2:58]4)=[C:42]([F:55])[CH:43]=3)=[CH:18][CH:17]=2)[CH3:14])[CH2:11][CH2:12]1)=[O:6])([CH3:2])[CH3:3]. (5) Given the reactants [NH2:1][C:2]1[C:7]([C:8]#[N:9])=[C:6]([C:10]2[CH:15]=[CH:14][C:13]([NH2:16])=[CH:12][CH:11]=2)[N:5]=[C:4]([S:17][CH2:18][C:19]2[CH:24]=[CH:23][CH:22]=[C:21]([CH3:25])[N:20]=2)[N:3]=1.C(N(CC)CC)C.[C:33](Cl)(=[O:36])[CH2:34][CH3:35], predict the reaction product. The product is: [NH2:1][C:2]1[N:3]=[C:4]([S:17][CH2:18][C:19]2[CH:24]=[CH:23][CH:22]=[C:21]([CH3:25])[N:20]=2)[N:5]=[C:6]([C:10]2[CH:11]=[CH:12][C:13]([NH:16][C:33](=[O:36])[CH2:34][CH3:35])=[CH:14][CH:15]=2)[C:7]=1[C:8]#[N:9]. (6) The product is: [F:28][C:29]1[CH:34]=[CH:33][C:32]([N:35]2[CH2:36][CH2:37][N:38]([CH2:41][C@H:43]3[CH2:52][C@@H:51]([CH3:53])[C:50]4[C:45](=[CH:46][CH:47]=[CH:48][CH:49]=4)[NH:44]3)[CH2:39][CH2:40]2)=[C:31]([O:54][CH3:55])[CH:30]=1. Given the reactants C1(N2CCN(CC3CCC4C(=CC=CC=4)N3)CC2)C2C(=CC=CC=2)C=CN=1.[F:28][C:29]1[CH:34]=[CH:33][C:32]([N:35]2[CH2:40][CH2:39][N:38]([C:41]([C@H:43]3[CH2:52][C@@H:51]([CH3:53])[C:50]4[C:45](=[CH:46][CH:47]=[CH:48][CH:49]=4)[NH:44]3)=O)[CH2:37][CH2:36]2)=[C:31]([O:54][CH3:55])[CH:30]=1, predict the reaction product. (7) Given the reactants Br[C:2]1[N:6]2[N:7]=[C:8]([Cl:11])[CH:9]=[CH:10][C:5]2=[N:4][CH:3]=1.[Cl:12][C:13]1[C:18]([NH:19][S:20]([C:23]2[CH:28]=[CH:27][C:26]([F:29])=[CH:25][CH:24]=2)(=[O:22])=[O:21])=[CH:17][C:16](B2OC(C)(C)C(C)(C)O2)=[CH:15][N:14]=1.ClCCl.C(=O)([O-])[O-].[Na+].[Na+], predict the reaction product. The product is: [Cl:12][C:13]1[C:18]([NH:19][S:20]([C:23]2[CH:28]=[CH:27][C:26]([F:29])=[CH:25][CH:24]=2)(=[O:22])=[O:21])=[CH:17][C:16]([C:2]2[N:6]3[N:7]=[C:8]([Cl:11])[CH:9]=[CH:10][C:5]3=[N:4][CH:3]=2)=[CH:15][N:14]=1.